Dataset: Forward reaction prediction with 1.9M reactions from USPTO patents (1976-2016). Task: Predict the product of the given reaction. Given the reactants Cl.[O:2]=[C:3]1[NH:11][C:10]2[C:5](=[N:6][C:7]([C:12]3[CH:13]=[N:14][N:15]4[CH:20]=[CH:19][C:18]([C:21]#[N:22])=[CH:17][C:16]=34)=[N:8][CH:9]=2)[N:4]1[C@H:23]1[CH2:28][CH2:27][CH2:26][NH:25][CH2:24]1.[C:29]([CH2:31][C:32](ON1C(=O)CCC1=O)=[O:33])#[N:30], predict the reaction product. The product is: [C:29]([CH2:31][C:32]([N:25]1[CH2:26][CH2:27][CH2:28][C@H:23]([N:4]2[C:3](=[O:2])[NH:11][C:10]3[C:5]2=[N:6][C:7]([C:12]2[CH:13]=[N:14][N:15]4[CH:20]=[CH:19][C:18]([C:21]#[N:22])=[CH:17][C:16]=24)=[N:8][CH:9]=3)[CH2:24]1)=[O:33])#[N:30].